Dataset: Catalyst prediction with 721,799 reactions and 888 catalyst types from USPTO. Task: Predict which catalyst facilitates the given reaction. (1) Product: [CH2:1]([C:3]1[N:7]([C:8]2[N:16]=[C:15]3[C:11]([N:12]=[C:13]([CH2:18][N:30]4[CH2:33][CH:32]([C:34]([N:36]5[CH2:40][CH2:39][C@H:38]([OH:41])[CH2:37]5)=[O:35])[CH2:31]4)[N:14]3[CH3:17])=[C:10]([N:20]3[CH2:25][CH2:24][O:23][CH2:22][CH2:21]3)[N:9]=2)[C:6]2[CH:26]=[CH:27][CH:28]=[CH:29][C:5]=2[N:4]=1)[CH3:2]. Reactant: [CH2:1]([C:3]1[N:7]([C:8]2[N:16]=[C:15]3[C:11]([N:12]=[C:13]([CH:18]=O)[N:14]3[CH3:17])=[C:10]([N:20]3[CH2:25][CH2:24][O:23][CH2:22][CH2:21]3)[N:9]=2)[C:6]2[CH:26]=[CH:27][CH:28]=[CH:29][C:5]=2[N:4]=1)[CH3:2].[NH:30]1[CH2:33][CH:32]([C:34]([N:36]2[CH2:40][CH2:39][C@H:38]([OH:41])[CH2:37]2)=[O:35])[CH2:31]1.C(O[BH-](OC(=O)C)OC(=O)C)(=O)C.[Na+]. The catalyst class is: 26. (2) Product: [CH2:28]([O:27][C:25]([NH:1][C:2]1[CH:16]=[CH:15][C:5]([O:6][CH2:7][C:8]([O:10][C:11]([CH3:12])([CH3:13])[CH3:14])=[O:9])=[C:4]([C:17]#[N:18])[CH:3]=1)=[O:26])[C:29]1[CH:34]=[CH:33][CH:32]=[CH:31][CH:30]=1. Reactant: [NH2:1][C:2]1[CH:16]=[CH:15][C:5]([O:6][CH2:7][C:8]([O:10][C:11]([CH3:14])([CH3:13])[CH3:12])=[O:9])=[C:4]([C:17]#[N:18])[CH:3]=1.C(=O)([O-])O.[Na+].Cl[C:25]([O:27][CH2:28][C:29]1[CH:34]=[CH:33][CH:32]=[CH:31][CH:30]=1)=[O:26]. The catalyst class is: 7. (3) Reactant: [Br:1][C:2]1[C:3]([CH3:13])=[CH:4][C:5]([NH:8][S:9]([CH3:12])(=[O:11])=[O:10])=[N:6][CH:7]=1.[C:14](=O)([O-])[O-].[K+].[K+].CI. The catalyst class is: 3. Product: [Br:1][C:2]1[C:3]([CH3:13])=[CH:4][C:5]([N:8]([CH3:14])[S:9]([CH3:12])(=[O:10])=[O:11])=[N:6][CH:7]=1. (4) Reactant: [Br:1][C:2]1[C:10]([O:11][CH3:12])=[C:9]([O:13][CH3:14])[CH:8]=[C:7]2[C:3]=1[CH2:4][N:5]([CH2:16][C:17]1[CH:25]=[CH:24][C:20]([C:21](O)=[O:22])=[CH:19][CH:18]=1)[C:6]2=[O:15].[C:26]1([NH2:33])[CH:31]=[CH:30][CH:29]=[CH:28][C:27]=1[NH2:32].F[P-](F)(F)(F)(F)F.N1(O[P+](N(C)C)(N(C)C)N(C)C)C2C=CC=CC=2N=N1.C(N(CC)CC)C. Product: [NH2:32][C:27]1[CH:28]=[CH:29][CH:30]=[CH:31][C:26]=1[NH:33][C:21](=[O:22])[C:20]1[CH:24]=[CH:25][C:17]([CH2:16][N:5]2[CH2:4][C:3]3[C:7](=[CH:8][C:9]([O:13][CH3:14])=[C:10]([O:11][CH3:12])[C:2]=3[Br:1])[C:6]2=[O:15])=[CH:18][CH:19]=1. The catalyst class is: 3.